This data is from Reaction yield outcomes from USPTO patents with 853,638 reactions. The task is: Predict the reaction yield, written as a fraction of the theoretical maximum amount of product (1.0 means a 100% yield; for example, 0.34 means a 34% yield). (1) The reactants are [OH:1][C:2]1[CH:3]=[C:4]([CH:33]=[CH:34][CH:35]=1)[CH2:5][C@H:6]([CH:30]([CH3:32])[CH3:31])[CH2:7][C@H:8]([NH:22][C:23]([O:25][C:26]([CH3:29])([CH3:28])[CH3:27])=[O:24])[C@@H:9]([OH:21])[CH2:10][NH:11][C:12](=[O:20])[C:13]([CH3:19])([CH3:18])[CH2:14][CH2:15][CH2:16][CH3:17].C([O-])(O)=O.[Na+].[Br:41]Br. The catalyst is C1COCC1. The product is [OH:1][C:2]1[CH:3]=[C:4]([CH:33]=[CH:34][C:35]=1[Br:41])[CH2:5][C@H:6]([CH:30]([CH3:32])[CH3:31])[CH2:7][C@H:8]([NH:22][C:23]([O:25][C:26]([CH3:29])([CH3:28])[CH3:27])=[O:24])[C@@H:9]([OH:21])[CH2:10][NH:11][C:12](=[O:20])[C:13]([CH3:18])([CH3:19])[CH2:14][CH2:15][CH2:16][CH3:17]. The yield is 0.490. (2) The reactants are [CH2:1]([NH:3][C:4](=[O:11])[NH:5]OCC(O)=O)[CH3:2].[NH2:12][C@@H:13]([CH2:37][C:38]1[O:39][CH:40]=[CH:41][CH:42]=1)[C:14]([N:16]([C@@H:28]([CH3:36])[CH:29]([O:33][CH2:34][CH3:35])[O:30][CH2:31][CH3:32])[CH2:17][C:18]1[C:27]2[C:22](=[CH:23][CH:24]=[CH:25][CH:26]=2)[CH:21]=[CH:20][CH:19]=1)=[O:15]. No catalyst specified. The product is [CH2:31]([O:30][CH:29]([O:33][CH2:34][CH3:35])[C@@H:28]([N:16]([CH2:17][C:18]1[C:27]2[C:22](=[CH:23][CH:24]=[CH:25][CH:26]=2)[CH:21]=[CH:20][CH:19]=1)[C:14](=[O:15])[C@@H:13]([NH:12][C:29](=[O:30])[CH2:28][N:16]([CH3:14])[NH:5][C:4]([NH:3][CH2:1][CH3:2])=[O:11])[CH2:37][C:38]1[O:39][CH:40]=[CH:41][CH:42]=1)[CH3:36])[CH3:32]. The yield is 0.270. (3) The reactants are Br.[NH2:2][C:3]1[C:11]([OH:12])=[C:10]2[C:6]([CH2:7][CH2:8][C:9]2=[O:13])=[CH:5][CH:4]=1.[C:14]1([CH2:20][CH2:21][CH2:22][CH2:23][C:24](O)=[O:25])[CH:19]=[CH:18][CH:17]=[CH:16][CH:15]=1.P(C#N)(OCC)(OCC)=O.C(N(CC)CC)C. The catalyst is CN(C)C=O.C(OCC)C. The product is [OH:12][C:11]1[C:3]([NH:2][C:24](=[O:25])[CH2:23][CH2:22][CH2:21][CH2:20][C:14]2[CH:19]=[CH:18][CH:17]=[CH:16][CH:15]=2)=[CH:4][CH:5]=[C:6]2[C:10]=1[C:9](=[O:13])[CH2:8][CH2:7]2. The yield is 0.260. (4) The reactants are [C:1](N1C=CN=C1)([N:3]1C=CN=C1)=[S:2].[C:13]([O:17][C:18](=[O:26])[N:19]([CH3:25])[CH:20]1[CH2:24][CH2:23][NH:22][CH2:21]1)([CH3:16])([CH3:15])[CH3:14]. The catalyst is C1COCC1. The product is [C:13]([O:17][C:18](=[O:26])[N:19]([CH3:25])[CH:20]1[CH2:24][CH2:23][N:22]([C:1](=[S:2])[NH2:3])[CH2:21]1)([CH3:16])([CH3:15])[CH3:14]. The yield is 0.649. (5) The reactants are [NH2:1][C:2]1[CH:3]=[C:4]([CH:16]=[CH:17][C:18]=1[NH:19][CH2:20][CH2:21][CH2:22][N:23]([CH3:32])[CH2:24][CH2:25][C:26]1[CH:31]=[CH:30][CH:29]=[CH:28][N:27]=1)[C:5]([N:7]([CH2:12][CH:13]([CH3:15])[CH3:14])[CH2:8][CH:9]([CH3:11])[CH3:10])=[O:6].[C:33](N1C=CN=C1)(N1C=CN=C1)=[S:34]. The catalyst is C1COCC1.ClCCl.O. The product is [CH2:12]([N:7]([CH2:8][CH:9]([CH3:11])[CH3:10])[C:5]([C:4]1[CH:16]=[CH:17][C:18]2[N:19]([CH2:20][CH2:21][CH2:22][N:23]([CH3:32])[CH2:24][CH2:25][C:26]3[CH:31]=[CH:30][CH:29]=[CH:28][N:27]=3)[C:33](=[S:34])[NH:1][C:2]=2[CH:3]=1)=[O:6])[CH:13]([CH3:14])[CH3:15]. The yield is 0.720.